From a dataset of Forward reaction prediction with 1.9M reactions from USPTO patents (1976-2016). Predict the product of the given reaction. (1) Given the reactants [H-].[Na+].[Cl:3][C:4]1[CH:21]=[CH:20][C:7]([O:8][C:9]2[CH:14]=[CH:13][CH:12]=[CH:11][C:10]=2[CH2:15][C:16]([O:18][CH3:19])=[O:17])=[CH:6][CH:5]=1.[CH:22](OC)=[O:23].Cl, predict the reaction product. The product is: [Cl:3][C:4]1[CH:5]=[CH:6][C:7]([O:8][C:9]2[CH:14]=[CH:13][CH:12]=[CH:11][C:10]=2[C:15](=[CH:22][OH:23])[C:16]([O:18][CH3:19])=[O:17])=[CH:20][CH:21]=1. (2) Given the reactants [C:1]1([OH:7])[CH:6]=[CH:5][CH:4]=[CH:3][CH:2]=1.[C:8]1([CH3:19])[CH:13]=[CH:12][CH:11]=[CH:10][C:9]=1[CH2:14][CH2:15][C:16](Cl)=[O:17], predict the reaction product. The product is: [C:8]1([CH3:19])[CH:13]=[CH:12][CH:11]=[CH:10][C:9]=1[CH2:14][CH2:15][C:16]([O:7][C:1]1[CH:6]=[CH:5][CH:4]=[CH:3][CH:2]=1)=[O:17].